From a dataset of Forward reaction prediction with 1.9M reactions from USPTO patents (1976-2016). Predict the product of the given reaction. (1) Given the reactants [CH2:1]([N:3]([CH2:8][C:9]1[CH:14]=[C:13]([C:15]([F:18])([F:17])[F:16])[CH:12]=[CH:11][C:10]=1B1OC(C)(C)C(C)(C)O1)[C:4]([NH:6][CH3:7])=[O:5])[CH3:2].[CH3:28][O:29][C:30](=[O:40])[CH2:31][C:32]1[CH:37]=[C:36]([Cl:38])[CH:35]=[C:34](Br)[CH:33]=1, predict the reaction product. The product is: [CH3:28][O:29][C:30](=[O:40])[CH2:31][C:32]1[CH:33]=[C:34]([C:10]2[CH:11]=[CH:12][C:13]([C:15]([F:16])([F:17])[F:18])=[CH:14][C:9]=2[CH2:8][N:3]([CH2:1][CH3:2])[C:4]([NH:6][CH3:7])=[O:5])[CH:35]=[C:36]([Cl:38])[CH:37]=1. (2) Given the reactants [C:1]([O:5][C:6](=[O:19])[NH:7][C:8]1[CH:13]=[CH:12][C:11]([C:14]#[CH:15])=[CH:10][C:9]=1[N+:16]([O-:18])=[O:17])([CH3:4])([CH3:3])[CH3:2].I[C:21]1[CH:26]=[CH:25][C:24]([O:27][C:28]([F:31])([F:30])[F:29])=[CH:23][CH:22]=1, predict the reaction product. The product is: [C:1]([O:5][C:6](=[O:19])[NH:7][C:8]1[CH:13]=[CH:12][C:11]([C:14]#[C:15][C:21]2[CH:22]=[CH:23][C:24]([O:27][C:28]([F:29])([F:30])[F:31])=[CH:25][CH:26]=2)=[CH:10][C:9]=1[N+:16]([O-:18])=[O:17])([CH3:4])([CH3:2])[CH3:3]. (3) Given the reactants [O-]P([O-])([O-])=O.[K+].[K+].[K+].[CH2:9]([NH2:16])[C:10]1[CH:15]=[CH:14][CH:13]=[CH:12][CH:11]=1.I[C:18]1[CH:23]=[CH:22][CH:21]=[CH:20][CH:19]=1.C(O)CO, predict the reaction product. The product is: [C:18]1([NH:16][CH2:9][C:10]2[CH:15]=[CH:14][CH:13]=[CH:12][CH:11]=2)[CH:23]=[CH:22][CH:21]=[CH:20][CH:19]=1. (4) Given the reactants C[O:2][C:3](=[O:38])[C@@H:4]([NH:16][C:17]([C:19]1[C:20]([CH3:37])=[N:21][C:22]([NH:26][CH2:27][CH2:28][CH2:29][C:30]2[CH:35]=[CH:34][CH:33]=[C:32]([OH:36])[CH:31]=2)=[N:23][C:24]=1[CH3:25])=[O:18])[CH2:5][NH:6][C:7](=[O:15])[C:8]1[CH:13]=[CH:12][CH:11]=[C:10]([CH3:14])[CH:9]=1.O.[OH-].[Li+].S([O-])(O)(=O)=O.[K+], predict the reaction product. The product is: [OH:36][C:32]1[CH:31]=[C:30]([CH2:29][CH2:28][CH2:27][NH:26][C:22]2[N:23]=[C:24]([CH3:25])[C:19]([C:17]([NH:16][C@@H:4]([CH2:5][NH:6][C:7](=[O:15])[C:8]3[CH:13]=[CH:12][CH:11]=[C:10]([CH3:14])[CH:9]=3)[C:3]([OH:38])=[O:2])=[O:18])=[C:20]([CH3:37])[N:21]=2)[CH:35]=[CH:34][CH:33]=1. (5) Given the reactants [CH3:1][O:2][C:3](=[O:10])[CH:4]([CH2:8][CH3:9])[C:5]([CH3:7])=[O:6].[CH2:11]([OH:14])[CH2:12]O.[CH3:15]C1C=CC(S(O)(=O)=O)=CC=1.O, predict the reaction product. The product is: [CH2:1]([O:2][C:3](=[O:10])[CH:4]([C:5]1([CH3:7])[O:14][CH2:11][CH2:12][O:6]1)[CH2:8][CH3:9])[CH3:15]. (6) The product is: [Cl:8][C:9]1[C:18]([N+:19]([O-:21])=[O:20])=[C:17]([NH:33][CH2:32][CH2:31][NH:30][C:23](=[O:24])[O:25][C:26]([CH3:28])([CH3:27])[CH3:29])[C:16]2[C:11](=[CH:12][CH:13]=[CH:14][CH:15]=2)[N:10]=1. Given the reactants C(N(CC)CC)C.[Cl:8][C:9]1[C:18]([N+:19]([O-:21])=[O:20])=[C:17](Cl)[C:16]2[C:11](=[CH:12][CH:13]=[CH:14][CH:15]=2)[N:10]=1.[C:23]([NH:30][CH2:31][CH2:32][NH2:33])([O:25][C:26]([CH3:29])([CH3:28])[CH3:27])=[O:24], predict the reaction product.